This data is from Full USPTO retrosynthesis dataset with 1.9M reactions from patents (1976-2016). The task is: Predict the reactants needed to synthesize the given product. (1) Given the product [Br:24][C:2]1[CH2:3][CH2:4][C:1]=1[NH:5][C:6](=[O:17])[C:7]1[CH:12]=[CH:11][CH:10]=[CH:9][C:8]=1[C:13]([F:15])([F:16])[F:14], predict the reactants needed to synthesize it. The reactants are: [C:1]1([NH:5][C:6](=[O:17])[C:7]2[CH:12]=[CH:11][CH:10]=[CH:9][C:8]=2[C:13]([F:16])([F:15])[F:14])[CH2:4][CH2:3][CH:2]=1.C([O-])([O-])=O.[Na+].[Na+].[Br:24]N1C(=O)CCC1=O. (2) Given the product [CH2:28]([O:30][C:31](=[O:39])[CH2:32][CH2:33][CH2:34][CH2:35][C:36](=[O:37])[N:24]1[C:25]2[C:21](=[CH:20][C:19]([O:18][CH2:17][C:10]3[S:11][C:12]([C:13]([F:16])([F:14])[F:15])=[C:8]([C:2]4[CH:3]=[CH:4][CH:5]=[CH:6][CH:7]=4)[CH:9]=3)=[CH:27][CH:26]=2)[CH2:22][CH2:23]1)[CH3:29], predict the reactants needed to synthesize it. The reactants are: Cl.[C:2]1([C:8]2[CH:9]=[C:10]([CH2:17][O:18][C:19]3[CH:20]=[C:21]4[C:25](=[CH:26][CH:27]=3)[NH:24][CH2:23][CH2:22]4)[S:11][C:12]=2[C:13]([F:16])([F:15])[F:14])[CH:7]=[CH:6][CH:5]=[CH:4][CH:3]=1.[CH2:28]([O:30][C:31](=[O:39])[CH2:32][CH2:33][CH2:34][CH2:35][C:36](O)=[O:37])[CH3:29].CCN=C=NCCCN(C)C.Cl.C1C=CC2N(O)N=NC=2C=1. (3) Given the product [Cl:1][C:2]1[C:3]2[C:10]([C:24]3[CH:23]=[N:22][N:21]([CH3:20])[CH:25]=3)=[CH:9][N:8]([CH2:12][O:13][CH2:14][CH2:15][Si:16]([CH3:19])([CH3:18])[CH3:17])[C:4]=2[N:5]=[CH:6][N:7]=1, predict the reactants needed to synthesize it. The reactants are: [Cl:1][C:2]1[C:3]2[C:10](I)=[CH:9][N:8]([CH2:12][O:13][CH2:14][CH2:15][Si:16]([CH3:19])([CH3:18])[CH3:17])[C:4]=2[N:5]=[CH:6][N:7]=1.[CH3:20][N:21]1[CH:25]=[C:24](B2OC(C)(C)C(C)(C)O2)[CH:23]=[N:22]1.C(=O)([O-])[O-].[K+].[K+]. (4) The reactants are: [I:1]N1C(=O)CCC1=O.[NH2:9][C:10]1[CH:19]=[CH:18][C:17]([Br:20])=[CH:16][C:11]=1[C:12]([O:14][CH3:15])=[O:13]. Given the product [NH2:9][C:10]1[C:19]([I:1])=[CH:18][C:17]([Br:20])=[CH:16][C:11]=1[C:12]([O:14][CH3:15])=[O:13], predict the reactants needed to synthesize it. (5) The reactants are: [Cl:1][C:2]1[C:3]([F:32])=[C:4]([CH:29]=[CH:30][CH:31]=1)[NH:5][C:6]1[C:15]2[C:10](=[CH:11][C:12]([O:27][CH3:28])=[C:13]([O:16][CH2:17][C@@H:18]3[CH2:22][CH2:21][CH2:20][N:19]3[C:23](=[O:26])[CH2:24]Cl)[CH:14]=2)[N:9]=[CH:8][N:7]=1.[NH:33]1[CH2:37][CH2:36][CH2:35][CH2:34]1. Given the product [Cl:1][C:2]1[C:3]([F:32])=[C:4]([CH:29]=[CH:30][CH:31]=1)[NH:5][C:6]1[C:15]2[C:10](=[CH:11][C:12]([O:27][CH3:28])=[C:13]([O:16][CH2:17][C@@H:18]3[CH2:22][CH2:21][CH2:20][N:19]3[C:23](=[O:26])[CH2:24][N:33]3[CH2:37][CH2:36][CH2:35][CH2:34]3)[CH:14]=2)[N:9]=[CH:8][N:7]=1, predict the reactants needed to synthesize it. (6) Given the product [NH2:1][C:2]1[N:7]=[CH:6][N:5]=[C:4]2[N:8]([CH2:25][C@@H:26]3[CH2:30][CH2:29][CH2:28][N:27]3[C:31]([C:32](=[CH:36][C:37]([CH3:40])([N:41]3[CH2:46][CH2:45][O:44][CH2:43][CH2:42]3)[CH3:38])[C:33]#[N:34])=[O:35])[N:9]=[C:10]([C:11]3[CH:16]=[CH:15][C:14]([O:17][C:18]4[CH:19]=[CH:20][CH:21]=[CH:22][CH:23]=4)=[CH:13][C:12]=3[F:24])[C:3]=12, predict the reactants needed to synthesize it. The reactants are: [NH2:1][C:2]1[N:7]=[CH:6][N:5]=[C:4]2[N:8]([CH2:25][C@H:26]3[CH2:30][CH2:29][CH2:28][N:27]3[C:31](=[O:35])[CH2:32][C:33]#[N:34])[N:9]=[C:10]([C:11]3[CH:16]=[CH:15][C:14]([O:17][C:18]4[CH:23]=[CH:22][CH:21]=[CH:20][CH:19]=4)=[CH:13][C:12]=3[F:24])[C:3]=12.[CH3:36][C:37]([N:41]1[CH2:46][CH2:45][O:44][CH2:43][CH2:42]1)([CH3:40])[CH:38]=O.N1CCCCC1. (7) Given the product [NH:33]1[CH2:34][CH2:35][CH:30]([O:27][C:26](=[O:28])[CH2:25][C@@H:10]2[N:9]=[C:8]([C:5]3[CH:6]=[CH:7][C:2]([Cl:1])=[CH:3][CH:4]=3)[C:14]3[CH:15]=[C:16]([O:19][CH3:20])[CH:17]=[CH:18][C:13]=3[N:12]3[C:21]([CH3:24])=[N:22][N:23]=[C:11]23)[CH2:31][CH2:32]1, predict the reactants needed to synthesize it. The reactants are: [Cl:1][C:2]1[CH:7]=[CH:6][C:5]([C:8]2[C:14]3[CH:15]=[C:16]([O:19][CH3:20])[CH:17]=[CH:18][C:13]=3[N:12]3[C:21]([CH3:24])=[N:22][N:23]=[C:11]3[C@H:10]([CH2:25][C:26]([OH:28])=[O:27])[N:9]=2)=[CH:4][CH:3]=1.O[CH:30]1[CH2:35][CH2:34][N:33](C(OC(C)(C)C)=O)[CH2:32][CH2:31]1.C(Cl)CCl.